Predict the product of the given reaction. From a dataset of Forward reaction prediction with 1.9M reactions from USPTO patents (1976-2016). (1) The product is: [F:7][C:8]1[CH:9]=[C:10]([C@H:32]2[CH2:36][N:35]([C:37]([O:39][C:40]([CH3:41])([CH3:42])[CH3:43])=[O:38])[C@H:34]([CH2:44][OH:45])[CH2:33]2)[CH:11]=[CH:12][C:13]=1[C:14]1[S:15][C:16]2[C:21]([N:22]=1)=[CH:20][CH:19]=[C:18]([C:23]1([C:26]3[CH:27]=[CH:28][CH:29]=[CH:30][CH:31]=3)[CH2:25][CH2:24]1)[N:17]=2. Given the reactants [H-].[Al+3].[Li+].[H-].[H-].[H-].[F:7][C:8]1[CH:9]=[C:10]([C:32]2[CH2:36][N:35]([C:37]([O:39][C:40]([CH3:43])([CH3:42])[CH3:41])=[O:38])[C@H:34]([C:44](OC)=[O:45])[CH:33]=2)[CH:11]=[CH:12][C:13]=1[C:14]1[S:15][C:16]2[C:21]([N:22]=1)=[CH:20][CH:19]=[C:18]([C:23]1([C:26]3[CH:31]=[CH:30][CH:29]=[CH:28][CH:27]=3)[CH2:25][CH2:24]1)[N:17]=2, predict the reaction product. (2) Given the reactants [H-].[Na+].[CH3:3][O:4][C:5](=[O:25])[CH2:6][C:7]1[N:8]([CH2:16][C:17]2[CH:22]=[CH:21][C:20]([O:23][CH3:24])=[CH:19][CH:18]=2)[CH:9]=[CH:10][C:11]=1[C:12]([O:14][CH3:15])=[O:13].C(OC)=O.OC=C([C:37]1[N:38](CC2C=CC(OC)=CC=2)C=CC=1C(OC)=O)C(OC)=O.C([O-])(=O)C.[NH4+], predict the reaction product. The product is: [NH2:38][CH:37]=[C:6]([C:7]1[N:8]([CH2:16][C:17]2[CH:18]=[CH:19][C:20]([O:23][CH3:24])=[CH:21][CH:22]=2)[CH:9]=[CH:10][C:11]=1[C:12]([O:14][CH3:15])=[O:13])[C:5]([O:4][CH3:3])=[O:25]. (3) Given the reactants Br[C:2]1[CH:7]=[CH:6][CH:5]=[CH:4][C:3]=1[CH2:8][CH2:9][C:10]([N:12]([CH:22]([CH3:24])[CH3:23])[NH:13][C:14](=[O:21])[C:15]1[CH:20]=[CH:19][CH:18]=[CH:17][CH:16]=1)=[O:11].C([O-])([O-])=O.[Na+].[Na+].[Cl:31][C:32]1[CH:37]=[CH:36][C:35](B(O)O)=[CH:34][CH:33]=1, predict the reaction product. The product is: [Cl:31][C:32]1[CH:37]=[CH:36][C:35]([C:2]2[CH:7]=[CH:6][CH:5]=[CH:4][C:3]=2[CH2:8][CH2:9][C:10]([N:12]([CH:22]([CH3:24])[CH3:23])[NH:13][C:14](=[O:21])[C:15]2[CH:20]=[CH:19][CH:18]=[CH:17][CH:16]=2)=[O:11])=[CH:34][CH:33]=1. (4) Given the reactants Br[C:2]1[CH:11]=[C:10]2[C:5]([C:6]([NH:12][C:13]([NH:15][C:16]3[CH:21]=[N:20][CH:19]=[CH:18][N:17]=3)=[O:14])=[CH:7][CH:8]=[N:9]2)=[CH:4][CH:3]=1.[N:22]1([C:30]([O:32][C:33]([CH3:36])([CH3:35])[CH3:34])=[O:31])[CH:26]2[CH2:27][NH:28][CH2:29][CH:25]2[CH2:24][CH2:23]1, predict the reaction product. The product is: [N:17]1[CH:18]=[CH:19][N:20]=[CH:21][C:16]=1[NH:15][C:13](=[O:14])[NH:12][C:6]1[C:5]2[C:10](=[CH:11][C:2]([N:28]3[CH2:29][CH:25]4[CH:26]([N:22]([C:30]([O:32][C:33]([CH3:36])([CH3:35])[CH3:34])=[O:31])[CH2:23][CH2:24]4)[CH2:27]3)=[CH:3][CH:4]=2)[N:9]=[CH:8][CH:7]=1. (5) The product is: [C:27]([O:31][C:32](=[O:37])[C:33]([CH3:35])([S:1][C:2]1[S:3][CH:4]=[C:5]([CH2:7][CH2:8][CH2:9][N:10]2[C:11](=[O:20])[C:12]3=[CH:19][CH:18]=[CH:17][CH:16]=[C:13]3[C:14]2=[O:15])[N:6]=1)[CH3:34])([CH3:30])([CH3:29])[CH3:28]. Given the reactants [SH:1][C:2]1[S:3][CH:4]=[C:5]([CH2:7][CH2:8][CH2:9][N:10]2[C:14](=[O:15])[C:13]3=[CH:16][CH:17]=[CH:18][CH:19]=[C:12]3[C:11]2=[O:20])[N:6]=1.C(=O)([O-])[O-].[K+].[K+].[C:27]([O:31][C:32](=[O:37])[C:33](Br)([CH3:35])[CH3:34])([CH3:30])([CH3:29])[CH3:28], predict the reaction product. (6) Given the reactants [OH:1][CH:2]1[CH2:7][CH2:6][N:5]([C:8]([O:10][C:11]([CH3:14])([CH3:13])[CH3:12])=[O:9])[CH2:4][CH2:3]1.N(C(OCC)=O)=NC(OCC)=O.O[C:28]1[CH:33]=[CH:32][C:31]([CH2:34][C:35]([O:37][CH3:38])=[O:36])=[CH:30][CH:29]=1.C1(P(C2C=CC=CC=2)C2C=CC=CC=2)C=CC=CC=1, predict the reaction product. The product is: [C:11]([O:10][C:8]([N:5]1[CH2:4][CH2:3][CH:2]([O:1][C:28]2[CH:33]=[CH:32][C:31]([CH2:34][C:35]([O:37][CH3:38])=[O:36])=[CH:30][CH:29]=2)[CH2:7][CH2:6]1)=[O:9])([CH3:14])([CH3:13])[CH3:12].